This data is from Forward reaction prediction with 1.9M reactions from USPTO patents (1976-2016). The task is: Predict the product of the given reaction. (1) Given the reactants [CH3:1][C:2]1[C:7](=[O:8])[C@@H:6]([OH:9])[CH2:5][C:4]([CH3:11])([CH3:10])[C:3]=1/[CH:12]=[CH:13]/[C:14](/[CH3:44])=[CH:15]/[CH:16]=[CH:17]/[C:18](/[CH3:43])=[CH:19]/[CH:20]=[CH:21]/[CH:22]=[C:23](\[CH3:42])/[CH:24]=[CH:25]/[CH:26]=[C:27](\[CH3:41])/[CH:28]=[CH:29]/[C:30]1[C:36]([CH3:38])([CH3:37])[CH2:35][C@H:34]([OH:39])[C:32](=[O:33])[C:31]=1[CH3:40].[CH2:45]([OH:121])[C@H:46]1[O:51][C@@H:50]2[O:52][C@H:53]3[C@H:58]([OH:59])[C@@H:57]([OH:60])[C@@H:56]([O:61][C@H:62]4[C@H:67]([OH:68])[C@@H:66]([OH:69])[C@@H:65]([O:70][C@H:71]5[C@H:76]([OH:77])[C@@H:75]([OH:78])[C@@H:74]([O:79][C@H:80]6[C@H:85]([OH:86])[C@@H:84]([OH:87])[C@@H:83]([O:88][C@H:89]7[C@H:94]([OH:95])[C@@H:93]([OH:96])[C@@H:92]([O:97][C@H:98]8[C@H:104]([OH:105])[C@@H:103]([OH:106])[C@@H:101]([O:102][C@H:47]1[C@H:48]([OH:120])[C@H:49]2[OH:119])[O:100][C@@H:99]8[CH2:107][OH:108])[O:91][C@@H:90]7[CH2:109][OH:110])[O:82][C@@H:81]6[CH2:111][OH:112])[O:73][C@@H:72]5[CH2:113][OH:114])[O:64][C@@H:63]4[CH2:115][OH:116])[O:55][C@@H:54]3[CH2:117][OH:118].[NH2:122][CH2:123][C:124]([OH:126])=[O:125], predict the reaction product. The product is: [CH3:40][C:31]1[C:32](=[O:33])[C@@H:34]([OH:39])[CH2:35][C:36]([CH3:37])([CH3:38])[C:30]=1/[CH:29]=[CH:28]/[C:27](/[CH3:41])=[CH:26]/[CH:25]=[CH:24]/[C:23](/[CH3:42])=[CH:22]/[CH:21]=[CH:20]/[CH:19]=[C:18](\[CH3:43])/[CH:17]=[CH:16]/[CH:15]=[C:14](\[CH3:44])/[CH:13]=[CH:12]/[C:3]1[C:4]([CH3:11])([CH3:10])[CH2:5][C@H:6]([OH:9])[C:7](=[O:8])[C:2]=1[CH3:1].[CH2:111]([OH:112])[C@H:81]1[O:82][C@@H:83]2[O:88][C@H:89]3[C@H:94]([OH:95])[C@@H:93]([OH:96])[C@@H:92]([O:97][C@H:98]4[C@H:104]([OH:105])[C@@H:103]([OH:106])[C@@H:101]([O:102][C@H:47]5[C@H:48]([OH:120])[C@@H:49]([OH:119])[C@@H:50]([O:52][C@H:53]6[C@H:58]([OH:59])[C@@H:57]([OH:60])[C@@H:56]([O:61][C@H:62]7[C@H:67]([OH:68])[C@@H:66]([OH:69])[C@@H:65]([O:70][C@H:71]8[C@H:76]([OH:77])[C@@H:75]([OH:78])[C@@H:74]([O:79][C@H:80]1[C@H:85]([OH:86])[C@H:84]2[OH:87])[O:73][C@@H:72]8[CH2:113][OH:114])[O:64][C@@H:63]7[CH2:115][OH:116])[O:55][C@@H:54]6[CH2:117][OH:118])[O:51][C@@H:46]5[CH2:45][OH:121])[O:100][C@@H:99]4[CH2:107][OH:108])[O:91][C@@H:90]3[CH2:109][OH:110].[NH2:122][CH2:123][C:124]([OH:126])=[O:125]. (2) The product is: [CH2:1]([O:8][C:9]1[CH:27]=[CH:26][C:25]([I:28])=[CH:24][C:10]=1[CH2:11][C@@H:12]([C:21]([NH:40][C@H:39]([C:38]([O:37][CH2:30][C:31]1[CH:32]=[CH:33][CH:34]=[CH:35][CH:36]=1)=[O:48])[CH2:41][C:42]1[CH:47]=[CH:46][CH:45]=[CH:44][CH:43]=1)=[O:22])[NH:13][C:14]([O:16][C:17]([CH3:20])([CH3:19])[CH3:18])=[O:15])[C:2]1[CH:3]=[CH:4][CH:5]=[CH:6][CH:7]=1. Given the reactants [CH2:1]([O:8][C:9]1[CH:27]=[CH:26][C:25]([I:28])=[CH:24][C:10]=1[CH2:11][C@@H:12]([C:21](O)=[O:22])[NH:13][C:14]([O:16][C:17]([CH3:20])([CH3:19])[CH3:18])=[O:15])[C:2]1[CH:7]=[CH:6][CH:5]=[CH:4][CH:3]=1.Cl.[CH2:30]([O:37][C:38](=[O:48])[C@H:39]([CH2:41][C:42]1[CH:47]=[CH:46][CH:45]=[CH:44][CH:43]=1)[NH2:40])[C:31]1[CH:36]=[CH:35][CH:34]=[CH:33][CH:32]=1.CN(C(ON1N=NC2C=CC=NC1=2)=[N+](C)C)C.F[P-](F)(F)(F)(F)F.C(N(C(C)C)CC)(C)C, predict the reaction product. (3) Given the reactants C[O:2][C:3](=[O:23])[CH:4]([C:11]1[CH:16]=[CH:15][C:14]([C:17]#[C:18][Si](C)(C)C)=[CH:13][CH:12]=1)[CH2:5][CH:6]1[CH2:10][CH2:9][CH2:8][CH2:7]1.[OH-].[Li+], predict the reaction product. The product is: [CH:6]1([CH2:5][CH:4]([C:11]2[CH:16]=[CH:15][C:14]([C:17]#[CH:18])=[CH:13][CH:12]=2)[C:3]([OH:23])=[O:2])[CH2:10][CH2:9][CH2:8][CH2:7]1. (4) Given the reactants [CH:1]1[N:6]2[CH:7]=[CH:8][CH:9]=[C:5]2[CH:4]=[C:3]([C:10]([O:12]CC)=[O:11])[N:2]=1, predict the reaction product. The product is: [CH:1]1[N:6]2[CH:7]=[CH:8][CH:9]=[C:5]2[CH:4]=[C:3]([C:10]([OH:12])=[O:11])[N:2]=1. (5) Given the reactants N=[N+]=[N-].[N-:4]=[N+]=[N-].[Na+].O.[C@H:9]1(C(O)=O)[CH2:14][CH2:13][CH2:12][C@@H:11]([C:15]([OH:17])=[O:16])[CH2:10]1, predict the reaction product. The product is: [NH2:4][C@@H:9]1[CH2:14][CH2:13][CH2:12][C@H:11]([C:15]([OH:17])=[O:16])[CH2:10]1.